The task is: Predict the reaction yield, written as a fraction of the theoretical maximum amount of product (1.0 means a 100% yield; for example, 0.34 means a 34% yield).. This data is from Reaction yield outcomes from USPTO patents with 853,638 reactions. (1) The reactants are [CH3:1][CH:2]1[CH2:11][CH2:10][C:9]2[C:4](=[CH:5][CH:6]=[CH:7][CH:8]=2)[NH:3]1.[H-].[Na+].Cl[CH2:15][C:16]1[CH:35]=[CH:34][C:19]([CH2:20][O:21][C:22]2[CH:27]=[CH:26][C:25]([CH2:28][CH2:29][C:30]([O:32]C)=[O:31])=[CH:24][CH:23]=2)=[CH:18][CH:17]=1.[I-].[Na+].[OH-].[Na+].Cl. The catalyst is CN(C)C=O.C(OCC)(=O)C.O1CCCC1.CO. The product is [CH3:1][CH:2]1[CH2:11][CH2:10][C:9]2[C:4](=[CH:5][CH:6]=[CH:7][CH:8]=2)[N:3]1[CH2:15][C:16]1[CH:35]=[CH:34][C:19]([CH2:20][O:21][C:22]2[CH:27]=[CH:26][C:25]([CH2:28][CH2:29][C:30]([OH:32])=[O:31])=[CH:24][CH:23]=2)=[CH:18][CH:17]=1. The yield is 0.470. (2) The reactants are [CH2:1]([O:8][C:9]1[CH:32]=[CH:31][C:12]([O:13][CH2:14][CH:15]([OH:30])[CH2:16][N:17]2[CH2:22][CH2:21][C:20]([C:24]3[CH:29]=[CH:28][CH:27]=[CH:26][CH:25]=3)([OH:23])[CH2:19][CH2:18]2)=[CH:11][CH:10]=1)C1C=CC=CC=1.C([O:40][C:41]1[CH:51]=[CH:50][C:44](OCC2CO2)=[CH:43][CH:42]=1)C1C=CC=CC=1.OC1(C2C=CC=CC=2)CC[NH:56]CC1.C([O-])([O-])=O.[K+].[K+]. The catalyst is CC#N. The product is [O:40]1[C:41]2[CH:51]=[CH:50][CH:44]=[CH:43][C:42]=2[N:56]=[C:1]1[O:8][C:9]1[CH:10]=[CH:11][C:12]([O:13][CH2:14][CH:15]([OH:30])[CH2:16][N:17]2[CH2:18][CH2:19][C:20]([C:24]3[CH:25]=[CH:26][CH:27]=[CH:28][CH:29]=3)([OH:23])[CH2:21][CH2:22]2)=[CH:31][CH:32]=1. The yield is 0.560. (3) The reactants are [C:1]([O:5][C:6]([N:8]1[CH2:13][CH:12]=[C:11]([C:14]2[CH:36]=[CH:35][C:17]3[C:18]4[N:22]([CH2:23][CH2:24][O:25][C:16]=3[CH:15]=2)[CH:21]=[C:20]([C:26]2[N:27]([CH:32]([CH3:34])[CH3:33])[N:28]=[C:29]([CH3:31])[N:30]=2)[N:19]=4)[CH2:10][CH2:9]1)=[O:7])([CH3:4])([CH3:3])[CH3:2].B.C1C[O:41]CC1.[OH-].[Na+].OO. The catalyst is COCCOCCOC.O. The product is [C:1]([O:5][C:6]([N:8]1[CH2:9][CH2:10][C@@H:11]([C:14]2[CH:36]=[CH:35][C:17]3[C:18]4[N:22]([CH2:23][CH2:24][O:25][C:16]=3[CH:15]=2)[CH:21]=[C:20]([C:26]2[N:27]([CH:32]([CH3:33])[CH3:34])[N:28]=[C:29]([CH3:31])[N:30]=2)[N:19]=4)[C@H:12]([OH:41])[CH2:13]1)=[O:7])([CH3:2])([CH3:4])[CH3:3]. The yield is 0.740. (4) The reactants are [NH2:1][CH2:2][C:3]1[CH:11]=[CH:10][C:6]([C:7]([OH:9])=[O:8])=[CH:5][CH:4]=1.C([O-])([O-])=O.[Na+].[Na+].[CH:18]1[C:30]2[CH:29]([CH2:31][O:32][C:33](C3CC(=O)N(O)C3=O)=[O:34])[C:28]3[C:23](=[CH:24][CH:25]=[CH:26][CH:27]=3)[C:22]=2[CH:21]=[CH:20][CH:19]=1.Cl. The catalyst is O1CCOCC1. The product is [CH:18]1[C:30]2[CH:29]([CH2:31][O:32][C:33]([NH:1][CH2:2][C:3]3[CH:4]=[CH:5][C:6]([C:7]([OH:9])=[O:8])=[CH:10][CH:11]=3)=[O:34])[C:28]3[C:23](=[CH:24][CH:25]=[CH:26][CH:27]=3)[C:22]=2[CH:21]=[CH:20][CH:19]=1. The yield is 0.990. (5) The reactants are [S:1]1[CH:5]=[CH:4][C:3]2[CH:6]=[C:7]([CH2:10][OH:11])[CH:8]=[CH:9][C:2]1=2. The catalyst is C1C=CC=CC=1.O=[Mn]=O. The product is [S:1]1[CH:5]=[CH:4][C:3]2[CH:6]=[C:7]([CH:10]=[O:11])[CH:8]=[CH:9][C:2]1=2. The yield is 0.920. (6) The reactants are [O:1]=[S:2]1(=[O:68])[CH2:7][CH2:6][N:5]([CH2:8][CH2:9][NH:10][C@:11]23[CH2:64][CH2:63][C@@H:62]([C:65]([CH3:67])=[CH2:66])[C@@H:12]2[C@@H:13]2[C@@:26]([CH3:29])([CH2:27][CH2:28]3)[C@@:25]3([CH3:30])[C@@H:16]([C@:17]4([CH3:61])[C@@H:22]([CH2:23][CH2:24]3)[C:21]([CH3:32])([CH3:31])[C:20]([C:33]3[CH:60]=[CH:59][C:36]([C:37]([O:39][C@H:40]5[O:45][C@H:44]([C:46]([O:48]CC6C=CC=CC=6)=[O:47])[C@@H:43]([OH:56])[C@H:42]([OH:57])[C@H:41]5[OH:58])=[O:38])=[CH:35][CH:34]=3)=[CH:19][CH2:18]4)[CH2:15][CH2:14]2)[CH2:4][CH2:3]1.C([SiH](C)C)(C)(C)C.C(N(CC)CC)C.CCCC[N+](CCCC)(CCCC)CCCC.[F-]. The catalyst is ClC(Cl)C.C1COCC1.C([O-])(=O)C.[Pd+2].C([O-])(=O)C. The product is [O:68]=[S:2]1(=[O:1])[CH2:3][CH2:4][N:5]([CH2:8][CH2:9][NH:10][C@:11]23[CH2:64][CH2:63][C@@H:62]([C:65]([CH3:67])=[CH2:66])[C@@H:12]2[C@@H:13]2[C@@:26]([CH3:29])([CH2:27][CH2:28]3)[C@@:25]3([CH3:30])[C@@H:16]([C@:17]4([CH3:61])[C@@H:22]([CH2:23][CH2:24]3)[C:21]([CH3:31])([CH3:32])[C:20]([C:33]3[CH:60]=[CH:59][C:36]([C:37]([O:39][C@H:40]5[O:45][C@H:44]([C:46]([OH:48])=[O:47])[C@@H:43]([OH:56])[C@H:42]([OH:57])[C@H:41]5[OH:58])=[O:38])=[CH:35][CH:34]=3)=[CH:19][CH2:18]4)[CH2:15][CH2:14]2)[CH2:6][CH2:7]1. The yield is 0.520. (7) The reactants are [CH3:1][O:2][C:3]1[CH:18]=[C:17]([N+:19]([O-])=O)[CH:16]=[CH:15][C:4]=1[O:5][CH2:6][CH2:7][O:8][CH:9]1[CH2:14][CH2:13][CH2:12][CH2:11][O:10]1. The catalyst is CO.[Pd]. The product is [CH3:1][O:2][C:3]1[CH:18]=[C:17]([CH:16]=[CH:15][C:4]=1[O:5][CH2:6][CH2:7][O:8][CH:9]1[CH2:14][CH2:13][CH2:12][CH2:11][O:10]1)[NH2:19]. The yield is 0.930. (8) The reactants are [N:1]1[CH:6]=[CH:5][C:4]([C:7]2[S:8][C:9]3[CH:17]=[CH:16][CH:15]=[CH:14][C:10]=3[C:11](=[O:13])[N:12]=2)=[CH:3][CH:2]=1.ClC1C=CC=C(C(OO)=[O:26])C=1. The catalyst is C(Cl)(Cl)Cl. The yield is 0.160. The product is [N:1]1[CH:6]=[CH:5][C:4]([C:7]2[S:8][C:9]3[CH:17]=[CH:16][CH:15]=[CH:14][C:10]=3[C:11](=[O:13])[N+:12]=2[O-:26])=[CH:3][CH:2]=1. (9) The reactants are [NH:1]1[C:9]2[C:4](=[CH:5][CH:6]=[CH:7][CH:8]=2)[CH:3]=[C:2]1[C:10]1[O:11][C:12]2[C:18]([C:19]([O:21]C)=O)=[CH:17][CH:16]=[CH:15][C:13]=2[N:14]=1.O.[NH4+:24]. No catalyst specified. The product is [NH:1]1[C:9]2[C:4](=[CH:5][CH:6]=[CH:7][CH:8]=2)[CH:3]=[C:2]1[C:10]1[O:11][C:12]2[C:18]([C:19]([NH2:24])=[O:21])=[CH:17][CH:16]=[CH:15][C:13]=2[N:14]=1. The yield is 0.510.